This data is from Full USPTO retrosynthesis dataset with 1.9M reactions from patents (1976-2016). The task is: Predict the reactants needed to synthesize the given product. (1) Given the product [CH3:1][CH:2]1[CH2:7][CH2:6][CH2:5][N:4]([C:8]2[O:9][C:10]([C:17]([NH:19][C:20]3[CH:25]=[CH:24][C:23]([C:26]4[CH:27]=[CH:28][C:29]([C:32]([OH:34])=[O:33])=[CH:30][CH:31]=4)=[CH:22][CH:21]=3)=[O:18])=[C:11]([C:13]([F:15])([F:16])[F:14])[N:12]=2)[CH2:3]1, predict the reactants needed to synthesize it. The reactants are: [CH3:1][CH:2]1[CH2:7][CH2:6][CH2:5][N:4]([C:8]2[O:9][C:10]([C:17]([NH:19][C:20]3[CH:25]=[CH:24][C:23]([C:26]4[CH:31]=[CH:30][C:29]([C:32]([O:34]C)=[O:33])=[CH:28][CH:27]=4)=[CH:22][CH:21]=3)=[O:18])=[C:11]([C:13]([F:16])([F:15])[F:14])[N:12]=2)[CH2:3]1.CO.O.O.[OH-].[Li+]. (2) Given the product [Br:8][C:9]1[CH:16]=[CH:15][C:12]([CH2:13][N:1]([CH2:5][CH2:6][OH:7])[CH2:2][CH2:3][OH:4])=[CH:11][CH:10]=1, predict the reactants needed to synthesize it. The reactants are: [NH:1]([CH2:5][CH2:6][OH:7])[CH2:2][CH2:3][OH:4].[Br:8][C:9]1[CH:16]=[CH:15][C:12]([CH2:13]Br)=[CH:11][CH:10]=1. (3) Given the product [F:65][C:55]1[C:56]([O:63][CH3:64])=[CH:57][C:58]([O:61][CH3:62])=[C:59]([F:60])[C:54]=1[N:49]1[C:48](=[O:66])[C:47]2([CH2:68][CH2:67]2)[C:46]2[C:51](=[CH:52][N:53]=[C:44]([C:2]3[CH:7]=[C:6]([N+:8]([O-:10])=[O:9])[CH:5]=[C:4]([N:11]4[CH2:16][CH2:15][O:14][CH2:13][CH2:12]4)[CH:3]=3)[CH:45]=2)[CH2:50]1, predict the reactants needed to synthesize it. The reactants are: I[C:2]1[CH:3]=[C:4]([N:11]2[CH2:16][CH2:15][O:14][CH2:13][CH2:12]2)[CH:5]=[C:6]([N+:8]([O-:10])=[O:9])[CH:7]=1.CC1(C)C(C)(C)OB(B2OC(C)(C)C(C)(C)O2)O1.ClCCl.C([O-])(=O)C.[K+].Cl[C:44]1[CH:45]=[C:46]2[C:51](=[CH:52][N:53]=1)[CH2:50][N:49]([C:54]1[C:59]([F:60])=[C:58]([O:61][CH3:62])[CH:57]=[C:56]([O:63][CH3:64])[C:55]=1[F:65])[C:48](=[O:66])[C:47]12[CH2:68][CH2:67]1.C(=O)([O-])[O-].[Na+].[Na+]. (4) Given the product [Cl:49][C:50]1[N:51]=[C:52]([S:57][CH3:58])[N:53]=[C:54]([NH:43][C:44]2[S:45][CH:46]=[CH:47][N:48]=2)[CH:55]=1, predict the reactants needed to synthesize it. The reactants are: CC1(C)C2C=CC=C(P(C3C=CC=CC=3)C3C=CC=CC=3)C=2OC2C1=CC=CC=2P(C1C=CC=CC=1)C1C=CC=CC=1.[NH2:43][C:44]1[S:45][CH:46]=[CH:47][N:48]=1.[Cl:49][C:50]1[CH:55]=[C:54](Cl)[N:53]=[C:52]([S:57][CH3:58])[N:51]=1.C(=O)([O-])[O-].[Cs+].[Cs+]. (5) The reactants are: [Cl:1][C:2]1[CH:7]=[CH:6][C:5]([C@H:8]([C@@H:12]([CH3:17])[C:13]([F:16])([F:15])[F:14])[C:9]([OH:11])=O)=[CH:4][CH:3]=1.ClC(N(C)C)=C(C)C.N1C=CC=CC=1.[NH2:32][C:33]1[CH:34]=[C:35]([CH:47]=[CH:48][C:49]=1[Cl:50])[CH2:36][C:37]1([C:40]([O:42][C:43]([CH3:46])([CH3:45])[CH3:44])=[O:41])[CH2:39][CH2:38]1. Given the product [Cl:50][C:49]1[CH:48]=[CH:47][C:35]([CH2:36][C:37]2([C:40]([O:42][C:43]([CH3:44])([CH3:45])[CH3:46])=[O:41])[CH2:39][CH2:38]2)=[CH:34][C:33]=1[NH:32][C:9](=[O:11])[C@H:8]([C:5]1[CH:4]=[CH:3][C:2]([Cl:1])=[CH:7][CH:6]=1)[C@@H:12]([CH3:17])[C:13]([F:16])([F:15])[F:14], predict the reactants needed to synthesize it. (6) Given the product [CH2:1]([O:3][C:4]([C:6]1([C:10]2[CH2:17][N:19]([C@H:23]([C:22]3[CH:31]=[CH:28][CH:29]=[CH:20][CH:21]=3)[CH3:38])[C:12](=[O:14])[CH:11]=2)[CH2:7][CH2:8][CH2:9]1)=[O:5])[CH3:2], predict the reactants needed to synthesize it. The reactants are: [CH2:1]([O:3][C:4]([C:6]1(/[C:10](/[CH3:17])=[CH:11]/[C:12]([O:14]CC)=O)[CH2:9][CH2:8][CH2:7]1)=[O:5])[CH3:2].Br[N:19]1[C:23](=O)[CH2:22][CH2:21][C:20]1=O.N(C(C)(C)C#N)=N[C:28](C)([CH3:31])[C:29]#N.[C:38](=O)([O-])O.[Na+]. (7) Given the product [CH3:25][O:26][C:27](=[O:38])[CH2:28][CH2:29][CH2:30][C:31]1[CH:36]=[CH:35][CH:34]=[CH:33][C:32]=1[NH:37][C:2]1[C:3]2[C:10]([C:11]3[CH:16]=[CH:15][C:14]([O:17][CH3:18])=[CH:13][CH:12]=3)=[C:9]([C:19]3[CH:20]=[CH:21][CH:22]=[CH:23][CH:24]=3)[O:8][C:4]=2[N:5]=[CH:6][N:7]=1, predict the reactants needed to synthesize it. The reactants are: Cl[C:2]1[C:3]2[C:10]([C:11]3[CH:16]=[CH:15][C:14]([O:17][CH3:18])=[CH:13][CH:12]=3)=[C:9]([C:19]3[CH:24]=[CH:23][CH:22]=[CH:21][CH:20]=3)[O:8][C:4]=2[N:5]=[CH:6][N:7]=1.[CH3:25][O:26][C:27](=[O:38])[CH2:28][CH2:29][CH2:30][C:31]1[CH:36]=[CH:35][CH:34]=[CH:33][C:32]=1[NH2:37].